This data is from CYP2C9 inhibition data for predicting drug metabolism from PubChem BioAssay. The task is: Regression/Classification. Given a drug SMILES string, predict its absorption, distribution, metabolism, or excretion properties. Task type varies by dataset: regression for continuous measurements (e.g., permeability, clearance, half-life) or binary classification for categorical outcomes (e.g., BBB penetration, CYP inhibition). Dataset: cyp2c9_veith. (1) The compound is C/C(CCN1CCCCc2nc(C)c(C)cc21)=N\O[C@@H](C)c1cc(-c2c(C)cc(C)cc2C)no1. The result is 1 (inhibitor). (2) The compound is Cc1ccccc1-c1nc(N(C)C)c2ccccc2n1. The result is 0 (non-inhibitor). (3) The molecule is C=C1C(=O)C=C2CN(C(=O)c3ccccc3)[C@@](Cc3ccc(F)cc3)(C(=O)OC)[C@@H]12. The result is 1 (inhibitor). (4) The result is 1 (inhibitor). The compound is COC(=O)[C@@]1(Cc2ccccc2)[C@H]2c3cc(C(=O)N(C)C)n(Cc4ccc(O)c(OC)c4)c3C[C@H]2CN1C(=O)c1ccccc1. (5) The molecule is C[C@@H]1O[C@@H](O[C@H]2C[C@@H](O)[C@@]3(CO)[C@@H]4[C@H](CC[C@@]3(O)C2)[C@@]2(O)CC[C@H](C3=CC(=O)OC3)[C@@]2(C)C[C@H]4O)[C@@H](O)[C@H](O)[C@H]1O. The result is 0 (non-inhibitor). (6) The compound is COCCCn1c(SCc2nnc(-c3ccccc3)o2)nc2sc3c(c2c1=O)CCC3. The result is 1 (inhibitor). (7) The molecule is CC(C)NC(=O)N1CC[C@@]2(CCCN(C(=O)c3ccco3)C2)C1. The result is 0 (non-inhibitor). (8) The molecule is C=CCn1c(Cc2c[nH]c3ccccc23)nnc1SCC(=O)NCc1ccccc1. The result is 1 (inhibitor). (9) The molecule is COc1ccc(-c2nc3cnc(N(C)C)nc3n(-c3ccccc3)c2=O)cc1. The result is 0 (non-inhibitor).